From a dataset of Forward reaction prediction with 1.9M reactions from USPTO patents (1976-2016). Predict the product of the given reaction. (1) The product is: [CH2:1]([O:3][C:4]1[N+:5]([O-:22])=[CH:6][C:7]2[C:12]([CH:13]=1)=[CH:11][CH:10]=[CH:9][CH:8]=2)[CH3:2]. Given the reactants [CH2:1]([O:3][C:4]1[N:5]=[CH:6][C:7]2[C:12]([CH:13]=1)=[CH:11][CH:10]=[CH:9][CH:8]=2)[CH3:2].C1C=C(Cl)C=C(C(OO)=[O:22])C=1, predict the reaction product. (2) Given the reactants [F:1][C:2]1[CH:7]=[C:6]([F:8])[CH:5]=[CH:4][C:3]=1[NH2:9].[C:10]([O:14][C:15](O[C:15]([O:14][C:10]([CH3:13])([CH3:12])[CH3:11])=[O:16])=[O:16])([CH3:13])([CH3:12])[CH3:11].C(N(CC)CC)C.O, predict the reaction product. The product is: [C:10]([O:14][C:15](=[O:16])[NH:9][C:3]1[CH:4]=[CH:5][C:6]([F:8])=[CH:7][C:2]=1[F:1])([CH3:13])([CH3:12])[CH3:11]. (3) Given the reactants Cl[C:2]1[C:14]2[N:13]3[C:8]([CH:9]=[CH:10][CH:11]=[CH:12]3)=[C:7]([C:15]3[C:20]([CH3:21])=[CH:19][C:18]([CH3:22])=[CH:17][C:16]=3[CH3:23])[C:6]=2[N:5]=[C:4]([CH3:24])[N:3]=1.[CH2:25]([CH2:32][CH2:33][NH2:34])[C:26]1[CH:31]=[CH:30][CH:29]=[CH:28][CH:27]=1, predict the reaction product. The product is: [CH2:25]([CH2:32][CH2:33][NH:34][C:2]1[C:14]2[N:13]3[C:8]([CH:9]=[CH:10][CH:11]=[CH:12]3)=[C:7]([C:15]3[C:20]([CH3:21])=[CH:19][C:18]([CH3:22])=[CH:17][C:16]=3[CH3:23])[C:6]=2[N:5]=[C:4]([CH3:24])[N:3]=1)[C:26]1[CH:31]=[CH:30][CH:29]=[CH:28][CH:27]=1.